Predict the product of the given reaction. From a dataset of Forward reaction prediction with 1.9M reactions from USPTO patents (1976-2016). Given the reactants [CH3:1][C:2]([C:11]1[CH:16]=[CH:15][C:14]([N+:17]([O-:19])=[O:18])=[CH:13][CH:12]=1)([C:7](OC)=[O:8])[C:3](OC)=[O:4].[BH4-].[Na+], predict the reaction product. The product is: [CH3:1][C:2]([C:11]1[CH:16]=[CH:15][C:14]([N+:17]([O-:19])=[O:18])=[CH:13][CH:12]=1)([CH2:3][OH:4])[CH2:7][OH:8].